This data is from NCI-60 drug combinations with 297,098 pairs across 59 cell lines. The task is: Regression. Given two drug SMILES strings and cell line genomic features, predict the synergy score measuring deviation from expected non-interaction effect. (1) Drug 1: C1=CC(=CC=C1CCCC(=O)O)N(CCCl)CCCl. Drug 2: CC=C1C(=O)NC(C(=O)OC2CC(=O)NC(C(=O)NC(CSSCCC=C2)C(=O)N1)C(C)C)C(C)C. Cell line: M14. Synergy scores: CSS=29.4, Synergy_ZIP=1.16, Synergy_Bliss=1.03, Synergy_Loewe=-19.4, Synergy_HSA=1.84. (2) Drug 1: CC1OCC2C(O1)C(C(C(O2)OC3C4COC(=O)C4C(C5=CC6=C(C=C35)OCO6)C7=CC(=C(C(=C7)OC)O)OC)O)O. Drug 2: CN(CCCl)CCCl.Cl. Cell line: SNB-19. Synergy scores: CSS=28.6, Synergy_ZIP=-1.14, Synergy_Bliss=-0.181, Synergy_Loewe=-7.57, Synergy_HSA=1.10. (3) Drug 1: C1CCN(CC1)CCOC2=CC=C(C=C2)C(=O)C3=C(SC4=C3C=CC(=C4)O)C5=CC=C(C=C5)O. Drug 2: CCCS(=O)(=O)NC1=C(C(=C(C=C1)F)C(=O)C2=CNC3=C2C=C(C=N3)C4=CC=C(C=C4)Cl)F. Cell line: OVCAR-5. Synergy scores: CSS=12.6, Synergy_ZIP=2.96, Synergy_Bliss=-0.207, Synergy_Loewe=-11.2, Synergy_HSA=-5.10. (4) Drug 1: CCCCCOC(=O)NC1=NC(=O)N(C=C1F)C2C(C(C(O2)C)O)O. Drug 2: C1CCC(C(C1)N)N.C(=O)(C(=O)[O-])[O-].[Pt+4]. Cell line: SR. Synergy scores: CSS=62.0, Synergy_ZIP=1.51, Synergy_Bliss=1.32, Synergy_Loewe=-36.6, Synergy_HSA=-2.89. (5) Drug 1: CN(C)N=NC1=C(NC=N1)C(=O)N. Drug 2: C1=C(C(=O)NC(=O)N1)F. Cell line: MDA-MB-435. Synergy scores: CSS=16.5, Synergy_ZIP=-2.36, Synergy_Bliss=-7.19, Synergy_Loewe=-18.6, Synergy_HSA=-10.3. (6) Drug 1: CC(C)(C#N)C1=CC(=CC(=C1)CN2C=NC=N2)C(C)(C)C#N. Drug 2: CCC1(C2=C(COC1=O)C(=O)N3CC4=CC5=C(C=CC(=C5CN(C)C)O)N=C4C3=C2)O.Cl. Cell line: EKVX. Synergy scores: CSS=8.00, Synergy_ZIP=0.642, Synergy_Bliss=11.1, Synergy_Loewe=3.46, Synergy_HSA=6.41. (7) Drug 1: C1=CC(=CC=C1C#N)C(C2=CC=C(C=C2)C#N)N3C=NC=N3. Synergy scores: CSS=63.1, Synergy_ZIP=22.2, Synergy_Bliss=19.0, Synergy_Loewe=-18.1, Synergy_HSA=19.6. Drug 2: CN(CC1=CN=C2C(=N1)C(=NC(=N2)N)N)C3=CC=C(C=C3)C(=O)NC(CCC(=O)O)C(=O)O. Cell line: NCI-H226.